Task: Predict the reaction yield, written as a fraction of the theoretical maximum amount of product (1.0 means a 100% yield; for example, 0.34 means a 34% yield).. Dataset: Reaction yield outcomes from USPTO patents with 853,638 reactions The reactants are CCN(CC)CC.[SH:8][CH2:9][C:10]([OH:12])=[O:11].Cl[C:14]1[CH:19]=[CH:18][C:17]([N+:20]([O-:22])=[O:21])=[CH:16][C:15]=1[N+:23]([O-:25])=[O:24].O. The catalyst is O1CCOCC1. The product is [N+:20]([C:17]1[CH:16]=[C:15]([N+:23]([O-:25])=[O:24])[CH:14]=[CH:19][C:18]=1[S:8][CH2:9][C:10]([OH:12])=[O:11])([O-:22])=[O:21]. The yield is 0.740.